Task: Predict the reaction yield, written as a fraction of the theoretical maximum amount of product (1.0 means a 100% yield; for example, 0.34 means a 34% yield).. Dataset: Reaction yield outcomes from USPTO patents with 853,638 reactions The reactants are [F:1][C:2]1[CH:7]=[CH:6][CH:5]=[C:4]([F:8])[C:3]=1[N:9]1[C:14]2[N:15]=[C:16](S(C)=O)[N:17]=[C:18]([C:19]3[CH:20]=[C:21]([CH:28]=[CH:29][C:30]=3[CH3:31])[C:22]([NH:24][CH:25]([CH3:27])[CH3:26])=[O:23])[C:13]=2[CH2:12][NH:11][C:10]1=[O:35].[CH3:36][N:37]([CH3:42])[CH2:38][CH2:39][CH2:40][NH2:41]. The catalyst is C1COCC1. The product is [F:1][C:2]1[CH:7]=[CH:6][CH:5]=[C:4]([F:8])[C:3]=1[N:9]1[C:14]2[N:15]=[C:16]([NH:41][CH2:40][CH2:39][CH2:38][N:37]([CH3:42])[CH3:36])[N:17]=[C:18]([C:19]3[CH:20]=[C:21]([CH:28]=[CH:29][C:30]=3[CH3:31])[C:22]([NH:24][CH:25]([CH3:27])[CH3:26])=[O:23])[C:13]=2[CH2:12][NH:11][C:10]1=[O:35]. The yield is 0.970.